From a dataset of Cav3 T-type calcium channel HTS with 100,875 compounds. Binary Classification. Given a drug SMILES string, predict its activity (active/inactive) in a high-throughput screening assay against a specified biological target. The drug is S(Cc1c(n(nc1)c1ccccc1)n1cccc1)CC(=O)NCc1c(OC)c(OC)ccc1. The result is 1 (active).